From a dataset of Reaction yield outcomes from USPTO patents with 853,638 reactions. Predict the reaction yield, written as a fraction of the theoretical maximum amount of product (1.0 means a 100% yield; for example, 0.34 means a 34% yield). (1) The reactants are C[Si]([N-][Si](C)(C)C)(C)C.[Na+].[C:11]([O:15][C:16]([N:18]([CH2:29][CH2:30][CH3:31])[NH:19][C:20]([C:22]1[CH:27]=[CH:26][N:25]=[CH:24][C:23]=1F)=[O:21])=[O:17])([CH3:14])([CH3:13])[CH3:12].[C:32]([O:37][CH2:38][CH3:39])(=[O:36])[C:33]#[C:34][CH3:35].O. The catalyst is C1(C)C=CC=CC=1.CN(C)C=O. The product is [CH2:38]([O:37][C:32]([C:33]1[C:23]2[C:22](=[CH:27][CH:26]=[N:25][CH:24]=2)[C:20](=[O:21])[N:19]([N:18]([C:16]([O:15][C:11]([CH3:14])([CH3:13])[CH3:12])=[O:17])[CH2:29][CH2:30][CH3:31])[C:34]=1[CH3:35])=[O:36])[CH3:39]. The yield is 0.210. (2) The reactants are Cl[C:2]1[CH:7]=[CH:6][C:5]([O:8][CH3:9])=[CH:4][CH:3]=1.[C:10]1([CH3:18])[CH:15]=[CH:14][C:13]([Mg]Cl)=[CH:12][CH:11]=1. No catalyst specified. The product is [CH3:9][O:8][C:5]1[CH:6]=[CH:7][C:2]([C:13]2[CH:14]=[CH:15][C:10]([CH3:18])=[CH:11][CH:12]=2)=[CH:3][CH:4]=1. The yield is 0.800. (3) The reactants are [CH3:1][O:2][C:3]([C:5]1[C:13]2[NH:12][C:11]([NH2:14])=[N:10][C:9]=2[CH:8]=[CH:7][CH:6]=1)=[O:4].COC(=O)C1C=C([C:24]#[N:25])C=C([N+]([O-])=O)C=1N. No catalyst specified. The product is [CH3:1][O:2][C:3]([C:5]1[C:13]2[NH:12][C:11]([NH2:14])=[N:10][C:9]=2[CH:8]=[C:7]([C:24]#[N:25])[CH:6]=1)=[O:4]. The yield is 0.500. (4) The reactants are [Cl:1][C:2]1[CH:7]=[CH:6][C:5]([C:8]2[CH:13]=[CH:12][N:11]([C:14]3[CH:22]=[C:21]4[C:17]([C:18]5[CH2:27][CH2:26][NH:25][CH2:24][C:19]=5[N:20]4[CH3:23])=[CH:16][CH:15]=3)[C:10](=[O:28])[CH:9]=2)=[C:4]([O:29][CH3:30])[CH:3]=1.C=O.[C:33](O[BH-](OC(=O)C)OC(=O)C)(=O)C.[Na+].C([O-])(O)=O.[Na+]. The catalyst is CO.C(Cl)Cl. The product is [Cl:1][C:2]1[CH:7]=[CH:6][C:5]([C:8]2[CH:13]=[CH:12][N:11]([C:14]3[CH:22]=[C:21]4[C:17]([C:18]5[CH2:27][CH2:26][N:25]([CH3:33])[CH2:24][C:19]=5[N:20]4[CH3:23])=[CH:16][CH:15]=3)[C:10](=[O:28])[CH:9]=2)=[C:4]([O:29][CH3:30])[CH:3]=1. The yield is 0.890. (5) The reactants are [C:1]([N:5]1[C:10]2[CH:11]=[C:12]([Cl:15])[N:13]=[CH:14][C:9]=2[CH2:8][N:7]([C:16]2[CH:21]=[CH:20][C:19]([F:22])=[C:18]([N+:23]([O-])=O)[CH:17]=2)[C:6]1=[O:26])([CH3:4])([CH3:3])[CH3:2].Cl. The product is [NH2:23][C:18]1[CH:17]=[C:16]([N:7]2[CH2:8][C:9]3[CH:14]=[N:13][C:12]([Cl:15])=[CH:11][C:10]=3[N:5]([C:1]([CH3:3])([CH3:2])[CH3:4])[C:6]2=[O:26])[CH:21]=[CH:20][C:19]=1[F:22]. The yield is 0.620. The catalyst is [Fe].O. (6) The product is [Cl:1][C:2]1[CH:3]=[C:4]([C:9]2[C:13]([CH2:14][CH2:15][CH2:16][OH:17])=[CH:12][O:11][N:10]=2)[CH:5]=[CH:6][C:7]=1[Cl:8]. The yield is 0.950. The reactants are [Cl:1][C:2]1[CH:3]=[C:4]([C:9]2[C:13]([CH2:14][CH2:15][C:16](OC)=[O:17])=[CH:12][O:11][N:10]=2)[CH:5]=[CH:6][C:7]=1[Cl:8].[H-].C([Al+]CC(C)C)C(C)C.Cl. The catalyst is O1CCCC1.